From a dataset of Forward reaction prediction with 1.9M reactions from USPTO patents (1976-2016). Predict the product of the given reaction. (1) Given the reactants [Cl:1][C:2]1[CH:7]=[CH:6][C:5]([C:8]2[CH2:9][CH2:10][CH2:11][N:12]([C:14]([C:16]3[CH:21]=[CH:20][N:19]=[C:18]([N:22]([CH3:24])[CH3:23])[CH:17]=3)=[O:15])[CH:13]=2)=[CH:4][CH:3]=1.FC(F)(S(OC1CCCN(C(C2C=CN=C(N(C)C)C=2)=O)C=1)(=O)=O)C(F)(F)C(F)(F)C(F)(F)F.[Cl:59]C1C=C(Cl)C=CC=1B(O)O, predict the reaction product. The product is: [Cl:59][C:4]1[CH:3]=[C:2]([Cl:1])[CH:7]=[CH:6][C:5]=1[C:8]1[CH2:9][CH2:10][CH2:11][N:12]([C:14]([C:16]2[CH:21]=[CH:20][N:19]=[C:18]([N:22]([CH3:24])[CH3:23])[CH:17]=2)=[O:15])[CH:13]=1. (2) Given the reactants [CH3:1][C:2]([CH3:32])([CH3:31])[C@@H:3]([NH:20]C(=O)OCC1C=CC=CC=1)[C:4]([N:6]1[CH2:11][CH2:10][CH:9]([N:12]2[CH2:17][CH2:16][N:15]([CH3:18])[CH2:14][C:13]2=[O:19])[CH2:8][CH2:7]1)=[O:5], predict the reaction product. The product is: [NH2:20][C@H:3]([C:2]([CH3:32])([CH3:31])[CH3:1])[C:4]([N:6]1[CH2:11][CH2:10][CH:9]([N:12]2[CH2:17][CH2:16][N:15]([CH3:18])[CH2:14][C:13]2=[O:19])[CH2:8][CH2:7]1)=[O:5]. (3) Given the reactants F[C:2]1[CH:3]=[C:4]([CH:7]=[CH:8][CH:9]=1)[C:5]#[N:6].[CH2:10]([C:13]1[CH:18]=[CH:17][C:16]([OH:19])=[CH:15][CH:14]=1)[CH2:11][CH3:12].C(=O)([O-])[O-].[Cs+].[Cs+].Cl, predict the reaction product. The product is: [CH2:10]([C:13]1[CH:18]=[CH:17][C:16]([O:19][C:2]2[CH:3]=[C:4]([CH:7]=[CH:8][CH:9]=2)[C:5]#[N:6])=[CH:15][CH:14]=1)[CH2:11][CH3:12]. (4) Given the reactants [Br:1][C:2]1[CH:7]=[CH:6][C:5]([C:8]2[NH:12][C:11]([CH:13]3[C@@H:18]4[CH2:19][C@@H:15]([CH2:16][CH2:17]4)[N:14]3[C:20](OC(C)(C)C)=[O:21])=[N:10][CH:9]=2)=[C:4]([F:27])[CH:3]=1.Cl.[CH3:29][O:30][C@H:31]([CH3:41])[C@H:32]([NH:36][C:37]([O:39][CH3:40])=[O:38])C(O)=O.CN(C(ON1N=NC2C=CC=NC1=2)=[N+](C)C)C.F[P-](F)(F)(F)(F)F.CCN(C(C)C)C(C)C, predict the reaction product. The product is: [Br:1][C:2]1[CH:7]=[CH:6][C:5]([C:8]2[NH:12][C:11]([CH:13]3[C@@H:18]4[CH2:19][C@@H:15]([CH2:16][CH2:17]4)[N:14]3[C:20](=[O:21])[C@@H:32]([NH:36][C:37](=[O:38])[O:39][CH3:40])[C@H:31]([O:30][CH3:29])[CH3:41])=[N:10][CH:9]=2)=[C:4]([F:27])[CH:3]=1. (5) Given the reactants [C:1]([N:4]1[CH:13]([CH:14]2[CH2:16][CH2:15]2)[CH:12]([CH3:17])[CH:11]([NH:18][C:19]2[CH:24]=[CH:23][CH:22]=[CH:21][CH:20]=2)[C:10]2[NH:9][C:8](=[O:25])[CH:7]=[CH:6][C:5]1=2)(=[O:3])[CH3:2].[F:26][C:27]([F:47])([F:46])[S:28](N(C1C=CC(Cl)=CN=1)[S:28]([C:27]([F:47])([F:46])[F:26])(=[O:30])=[O:29])(=[O:30])=[O:29].CCN(CC)CC, predict the reaction product. The product is: [F:26][C:27]([F:47])([F:46])[S:28]([O:25][C:8]1[CH:7]=[CH:6][C:5]2[N:4]([C:1](=[O:3])[CH3:2])[CH:13]([CH:14]3[CH2:16][CH2:15]3)[CH:12]([CH3:17])[CH:11]([NH:18][C:19]3[CH:24]=[CH:23][CH:22]=[CH:21][CH:20]=3)[C:10]=2[N:9]=1)(=[O:30])=[O:29]. (6) Given the reactants [Cl:1][C:2]1[CH:7]=[C:6]([O:8][CH3:9])[CH:5]=[CH:4][C:3]=1[C:10]1[O:11][C:12]([C:15]23[CH2:22][CH2:21][C:18]([CH2:23][CH2:24][CH2:25][C:26]4([CH3:31])OCC[O:27]4)([CH2:19][CH2:20]2)[CH2:17][CH2:16]3)=[N:13][N:14]=1.C1(C)C=CC(S(O)(=O)=O)=CC=1, predict the reaction product. The product is: [Cl:1][C:2]1[CH:7]=[C:6]([O:8][CH3:9])[CH:5]=[CH:4][C:3]=1[C:10]1[O:11][C:12]([C:15]23[CH2:22][CH2:21][C:18]([CH2:23][CH2:24][CH2:25][C:26](=[O:27])[CH3:31])([CH2:19][CH2:20]2)[CH2:17][CH2:16]3)=[N:13][N:14]=1. (7) Given the reactants Cl[C:2]1[C:3]2[C:10]([CH2:11][CH3:12])=[C:9]([CH2:13][CH2:14][CH3:15])[NH:8][C:4]=2[N:5]=[CH:6][N:7]=1.[CH:16]([O:19][C:20]1[CH:28]=[C:27]2[C:23]([CH:24]=[N:25][NH:26]2)=[CH:22][C:21]=1[NH2:29])([CH3:18])[CH3:17], predict the reaction product. The product is: [CH2:11]([C:10]1[C:3]2[C:2]([NH:29][C:21]3[CH:22]=[C:23]4[C:27](=[CH:28][C:20]=3[O:19][CH:16]([CH3:18])[CH3:17])[NH:26][N:25]=[CH:24]4)=[N:7][CH:6]=[N:5][C:4]=2[NH:8][C:9]=1[CH2:13][CH2:14][CH3:15])[CH3:12]. (8) The product is: [C:38]([O:42][C:43](=[O:46])[CH2:44][N:3]([CH2:1][CH3:2])[S:4]([C:7]([F:30])([F:31])[C:8]([F:28])([F:29])[C:9]([F:26])([F:27])[C:10]([F:24])([F:25])[C:11]([F:22])([F:23])[C:12]([F:20])([F:21])[C:13]([F:19])([F:18])[C:14]([F:17])([F:16])[F:15])(=[O:6])=[O:5])([CH3:41])([CH3:40])[CH3:39]. Given the reactants [CH2:1]([NH:3][S:4]([C:7]([F:31])([F:30])[C:8]([F:29])([F:28])[C:9]([F:27])([F:26])[C:10]([F:25])([F:24])[C:11]([F:23])([F:22])[C:12]([F:21])([F:20])[C:13]([F:19])([F:18])[C:14]([F:17])([F:16])[F:15])(=[O:6])=[O:5])[CH3:2].C(=O)([O-])[O-].[K+].[K+].[C:38]([O:42][C:43](=[O:46])[CH2:44]Br)([CH3:41])([CH3:40])[CH3:39], predict the reaction product. (9) Given the reactants [OH:1][C:2]1([C:9]2[N:10]=[CH:11][N:12]([C:14]3[CH:19]=[C:18]([NH:20][C:21]4[N:26]=[C:25]([C:27]([F:30])([F:29])[F:28])[CH:24]=[CH:23][N:22]=4)[CH:17]=[C:16]([CH3:31])[CH:15]=3)[CH:13]=2)[CH2:7][CH2:6][C:5](=[O:8])[CH2:4][CH2:3]1.C(Cl)(Cl)Cl.[N-:36]=[N+]=[N-].[Na+].CS(O)(=O)=O, predict the reaction product. The product is: [OH:1][C:2]1([C:9]2[N:10]=[CH:11][N:12]([C:14]3[CH:19]=[C:18]([NH:20][C:21]4[N:26]=[C:25]([C:27]([F:29])([F:30])[F:28])[CH:24]=[CH:23][N:22]=4)[CH:17]=[C:16]([CH3:31])[CH:15]=3)[CH:13]=2)[CH2:3][CH2:4][NH:36][C:5](=[O:8])[CH2:6][CH2:7]1. (10) Given the reactants [C:1]([O:5][C:6]([N:8]1[C:16]2[C:11](=[CH:12][C:13]([N+:17]([O-])=O)=[CH:14][CH:15]=2)[CH:10]=[N:9]1)=[O:7])([CH3:4])([CH3:3])[CH3:2].CCO[C:23]([CH3:25])=O, predict the reaction product. The product is: [C:1]([O:5][C:6]([N:8]1[C:16]2[C:11](=[CH:12][C:13]([NH:17][CH:25]3[CH2:23][CH2:15][CH2:16][NH:8][CH2:6]3)=[CH:14][CH:15]=2)[CH:10]=[N:9]1)=[O:7])([CH3:4])([CH3:3])[CH3:2].